Task: Predict which catalyst facilitates the given reaction.. Dataset: Catalyst prediction with 721,799 reactions and 888 catalyst types from USPTO (1) Reactant: [OH:1][CH2:2][CH2:3][CH2:4][C@H:5]1[NH:9][CH2:8][C@@H:7]([NH:10][C:11]([C:13]2[C:21]3[C:16](=[CH:17][CH:18]=[CH:19][CH:20]=3)[N:15]([CH:22]([CH3:24])[CH3:23])[N:14]=2)=[O:12])[CH2:6]1.[C:25]([OH:30])(=[O:29])[C:26]([OH:28])=[O:27]. Product: [C:25]([OH:30])(=[O:29])[C:26]([OH:28])=[O:27].[OH:1][CH2:2][CH2:3][CH2:4][C@H:5]1[NH:9][CH2:8][C@@H:7]([NH:10][C:11]([C:13]2[C:21]3[C:16](=[CH:17][CH:18]=[CH:19][CH:20]=3)[N:15]([CH:22]([CH3:24])[CH3:23])[N:14]=2)=[O:12])[CH2:6]1. The catalyst class is: 98. (2) Reactant: [O:1]1[C:6]2[CH:7]=[CH:8][C:9]([C:11]([C:13]3[CH:22]=[CH:21][C:16]4[O:17][CH2:18][CH2:19][O:20][C:15]=4[CH:14]=3)=O)=[CH:10][C:5]=2[O:4][CH2:3][CH2:2]1.C(OP([CH2:31][C:32]#[N:33])(=O)OCC)C.C[Si]([N-][Si](C)(C)C)(C)C.[Li+].O1C2C=CC(C(C3C=C(OC)C=C(OC)C=3)=CC#N)=CC=2OCC1. Product: [O:1]1[C:6]2[CH:7]=[CH:8][C:9]([C:11]([C:13]3[CH:22]=[CH:21][C:16]4[O:17][CH2:18][CH2:19][O:20][C:15]=4[CH:14]=3)=[CH:31][C:32]#[N:33])=[CH:10][C:5]=2[O:4][CH2:3][CH2:2]1. The catalyst class is: 1. (3) Reactant: [Cl:1][C:2]1[C:3]2[NH:10][CH:9]=[CH:8][C:4]=2[N:5]=[CH:6][N:7]=1.C(=O)([O-])[O-].[Cs+].[Cs+].Br[CH2:18][CH:19]([O:23][CH2:24][CH3:25])[O:20][CH2:21][CH3:22]. Product: [Cl:1][C:2]1[C:3]2[N:10]([CH2:18][CH:19]([O:23][CH2:24][CH3:25])[O:20][CH2:21][CH3:22])[CH:9]=[CH:8][C:4]=2[N:5]=[CH:6][N:7]=1. The catalyst class is: 42. (4) Reactant: [H-].[H-].[H-].[H-].[Li+].[Al+3].C[O:8][C:9](=O)[CH2:10][O:11][C:12]1[CH:17]=[CH:16][C:15]([C:18]2[CH:23]=[CH:22][C:21]([C@@H:24]([N:26]3[CH2:31][CH2:30][C@:29]([CH2:38][C:39]([OH:42])([CH3:41])[CH3:40])([C:32]4[CH:37]=[CH:36][CH:35]=[CH:34][CH:33]=4)[O:28][C:27]3=[O:43])[CH3:25])=[CH:20][CH:19]=2)=[CH:14][CH:13]=1. Product: [OH:8][CH2:9][CH2:10][O:11][C:12]1[CH:17]=[CH:16][C:15]([C:18]2[CH:19]=[CH:20][C:21]([C@@H:24]([N:26]3[CH2:31][CH2:30][C@:29]([CH2:38][C:39]([OH:42])([CH3:40])[CH3:41])([C:32]4[CH:33]=[CH:34][CH:35]=[CH:36][CH:37]=4)[O:28][C:27]3=[O:43])[CH3:25])=[CH:22][CH:23]=2)=[CH:14][CH:13]=1. The catalyst class is: 7. (5) Reactant: C[O:2][C:3](=[O:36])[CH2:4][O:5][C:6]1[CH:11]=[C:10]([CH3:12])[C:9]([C:13]2[NH:17][C:16]3[CH:18]=[C:19]([C:22](=[O:34])[NH:23][C:24]4[CH:29]=[CH:28][C:27]([C:30]([CH3:33])([CH3:32])[CH3:31])=[CH:26][CH:25]=4)[CH:20]=[CH:21][C:15]=3[N:14]=2)=[C:8]([CH3:35])[CH:7]=1.[Li+].[OH-]. Product: [C:30]([C:27]1[CH:28]=[CH:29][C:24]([NH:23][C:22]([C:19]2[CH:20]=[CH:21][C:15]3[N:14]=[C:13]([C:9]4[C:8]([CH3:35])=[CH:7][C:6]([O:5][CH2:4][C:3]([OH:36])=[O:2])=[CH:11][C:10]=4[CH3:12])[NH:17][C:16]=3[CH:18]=2)=[O:34])=[CH:25][CH:26]=1)([CH3:33])([CH3:32])[CH3:31]. The catalyst class is: 7.